From a dataset of Forward reaction prediction with 1.9M reactions from USPTO patents (1976-2016). Predict the product of the given reaction. (1) Given the reactants [NH2:1][C:2]1[CH:7]=[CH:6][C:5]([C@H:8]([CH3:20])[C:9]([NH:11][C:12]2[S:13][C:14]([CH:17]([CH3:19])[CH3:18])=[CH:15][N:16]=2)=[O:10])=[CH:4][CH:3]=1.FC(F)(F)C(O)=O.[O-:28][C:29]#[N:30].[K+], predict the reaction product. The product is: [NH2:30][C:29]([NH:1][C:2]1[CH:7]=[CH:6][C:5]([C@H:8]([CH3:20])[C:9]([NH:11][C:12]2[S:13][C:14]([CH:17]([CH3:19])[CH3:18])=[CH:15][N:16]=2)=[O:10])=[CH:4][CH:3]=1)=[O:28]. (2) Given the reactants [F:1][C:2]1[C:8]([Cl:9])=[CH:7][CH:6]=[CH:5][C:3]=1[NH2:4].[C:10](Cl)(Cl)=[S:11].C(N(CC)CC)C.C(OCC)(=O)C, predict the reaction product. The product is: [F:1][C:2]1[C:8]([Cl:9])=[CH:7][CH:6]=[CH:5][C:3]=1[N:4]=[C:10]=[S:11]. (3) Given the reactants [O:1]=[C:2]1[N:6]([C@@H:7]2[CH2:12][CH2:11][C@H:10]([C:13]([OH:15])=O)[CH2:9][CH2:8]2)[CH2:5][CH2:4][O:3]1.[F:16][C:17]1[CH:18]=[C:19]([C:24]2[N:25]=[CH:26][C:27]([NH2:30])=[N:28][CH:29]=2)[CH:20]=[C:21]([F:23])[CH:22]=1, predict the reaction product. The product is: [F:23][C:21]1[CH:20]=[C:19]([C:24]2[N:25]=[CH:26][C:27]([NH:30][C:13]([C@H:10]3[CH2:9][CH2:8][C@@H:7]([N:6]4[CH2:5][CH2:4][O:3][C:2]4=[O:1])[CH2:12][CH2:11]3)=[O:15])=[N:28][CH:29]=2)[CH:18]=[C:17]([F:16])[CH:22]=1. (4) Given the reactants [NH:1]1[CH2:6][CH2:5][CH:4]([C:7]2[CH:8]=[C:9]([OH:13])[CH:10]=[CH:11][CH:12]=2)[CH2:3][CH2:2]1.C(=O)([O-])O.[Na+].Br[CH2:20][CH2:21][CH2:22][CH2:23][CH2:24][CH3:25], predict the reaction product. The product is: [CH2:20]([N:1]1[CH2:6][CH2:5][CH:4]([C:7]2[CH:12]=[CH:11][CH:10]=[C:9]([OH:13])[CH:8]=2)[CH2:3][CH2:2]1)[CH2:21][CH2:22][CH2:23][CH2:24][CH3:25].